Dataset: Forward reaction prediction with 1.9M reactions from USPTO patents (1976-2016). Task: Predict the product of the given reaction. (1) Given the reactants Br[C:2]1[CH:7]=[CH:6][CH:5]=[C:4]([CH2:8][F:9])[N:3]=1.[C:10]([O:14][C:15](=[O:30])[N:16]([C:23]1[CH:28]=[CH:27][C:26]([F:29])=[CH:25][CH:24]=1)[C:17](=[O:22])[CH2:18][CH2:19][C:20]#[CH:21])([CH3:13])([CH3:12])[CH3:11], predict the reaction product. The product is: [C:10]([O:14][C:15](=[O:30])[N:16]([C:17](=[O:22])[CH2:18][CH2:19][C:20]#[C:21][C:2]1[CH:7]=[CH:6][CH:5]=[C:4]([CH2:8][F:9])[N:3]=1)[C:23]1[CH:24]=[CH:25][C:26]([F:29])=[CH:27][CH:28]=1)([CH3:13])([CH3:11])[CH3:12]. (2) Given the reactants [Br:1][C:2]1[CH:7]=[C:6]([Cl:8])[CH:5]=[C:4]([F:9])[C:3]=1[C:10]1[N:11]=[N:12][NH:13][N:14]=1.[C:15]([O-])([O-])=O.[K+].[K+].IC, predict the reaction product. The product is: [Br:1][C:2]1[CH:7]=[C:6]([Cl:8])[CH:5]=[C:4]([F:9])[C:3]=1[C:10]1[N:14]([CH3:15])[N:13]=[N:12][N:11]=1. (3) Given the reactants [CH3:1][C:2]([CH3:15])=[CH:3][C:4]([NH:6][C:7]([N:9]1[CH2:14][CH2:13][CH2:12][CH2:11][CH2:10]1)=[S:8])=[O:5].[C:16](=O)([O-])[O-].[Na+].[Na+].IC, predict the reaction product. The product is: [CH3:16][S:8]/[C:7](=[N:6]\[C:4](=[O:5])[CH:3]=[C:2]([CH3:15])[CH3:1])/[N:9]1[CH2:14][CH2:13][CH2:12][CH2:11][CH2:10]1.